Predict the reactants needed to synthesize the given product. From a dataset of Full USPTO retrosynthesis dataset with 1.9M reactions from patents (1976-2016). (1) Given the product [CH3:19][O:18][CH:16]1[CH2:17][N:14]([C:12]([C:9]2[CH:10]=[C:11]3[C:6](=[CH:7][CH:8]=2)[CH:5]=[N:4][CH:3]=[C:2]3[C:26]2[CH:25]=[C:24]3[C:29](=[CH:28][CH:27]=2)[N:21]([CH3:20])[C:22](=[O:39])[CH2:23]3)=[O:13])[CH2:15]1, predict the reactants needed to synthesize it. The reactants are: Cl[C:2]1[C:11]2[C:6](=[CH:7][CH:8]=[C:9]([C:12]([N:14]3[CH2:17][CH:16]([O:18][CH3:19])[CH2:15]3)=[O:13])[CH:10]=2)[CH:5]=[N:4][CH:3]=1.[CH3:20][N:21]1[C:29]2[C:24](=[CH:25][C:26](B3OC(C)(C)C(C)(C)O3)=[CH:27][CH:28]=2)[CH2:23][C:22]1=[O:39].CC([O-])=O.[K+].O. (2) Given the product [C:40]([O:43][C:44]([CH3:76])([CH3:75])[CH2:45][NH:46][C:47](=[O:74])[C@H:48]([N:56]([C:57](=[O:72])[C@H:58]([N:70]([C:13](=[O:15])/[CH:12]=[CH:11]/[CH2:10][C:9]([NH:8][C:6]([O:5][C:1]([CH3:2])([CH3:3])[CH3:4])=[O:7])([CH3:17])[CH3:16])[CH3:71])[CH2:59][C:60]1[CH:69]=[CH:68][C:67]2[C:62](=[CH:63][CH:64]=[CH:65][CH:66]=2)[CH:61]=1)[CH3:73])[CH2:49][C:50]1[CH:51]=[CH:52][CH:53]=[CH:54][CH:55]=1)(=[O:42])[CH3:41], predict the reactants needed to synthesize it. The reactants are: [C:1]([O:5][C:6]([NH:8][C:9]([CH3:17])([CH3:16])[CH2:10]/[CH:11]=[CH:12]/[C:13]([OH:15])=O)=[O:7])([CH3:4])([CH3:3])[CH3:2].ON1C2N=CC=CC=2N=N1.Cl.CN(C)CCCN=C=NCC.[C:40]([O:43][C:44]([CH3:76])([CH3:75])[CH2:45][NH:46][C:47](=[O:74])[C@H:48]([N:56]([CH3:73])[C:57](=[O:72])[C@H:58]([NH:70][CH3:71])[CH2:59][C:60]1[CH:69]=[CH:68][C:67]2[C:62](=[CH:63][CH:64]=[CH:65][CH:66]=2)[CH:61]=1)[CH2:49][C:50]1[CH:55]=[CH:54][CH:53]=[CH:52][CH:51]=1)(=[O:42])[CH3:41].C(N(C(C)C)C(C)C)C. (3) Given the product [CH3:1][O:2][C:3](=[O:30])[C@@H:4]1[CH2:8][CH:7]([O:9][C:10]2[CH:15]=[CH:14][C:13]([C:16]3[CH:21]=[CH:20][C:19]([C:43]4[C:37]5[O:36][C:35]6[CH:34]=[CH:33][CH:32]=[CH:31][C:39]=6[C:38]=5[CH:40]=[CH:41][CH:42]=4)=[CH:18][CH:17]=3)=[CH:12][CH:11]=2)[CH2:6][N:5]1[C:23]([O:25][C:26]([CH3:29])([CH3:28])[CH3:27])=[O:24], predict the reactants needed to synthesize it. The reactants are: [CH3:1][O:2][C:3](=[O:30])[C@@H:4]1[CH2:8][CH:7]([O:9][C:10]2[CH:15]=[CH:14][C:13]([C:16]3[CH:21]=[CH:20][C:19](Br)=[CH:18][CH:17]=3)=[CH:12][CH:11]=2)[CH2:6][N:5]1[C:23]([O:25][C:26]([CH3:29])([CH3:28])[CH3:27])=[O:24].[CH:31]1[C:39]2[C:38]3[CH:40]=[CH:41][CH:42]=[CH:43][C:37]=3[O:36][C:35]=2[C:34](B(O)O)=[CH:33][CH:32]=1.C([O-])([O-])=O.[K+].[K+]. (4) Given the product [Cl:7][C:8]1[CH:9]=[C:10]([CH:26]=[CH:27][C:28]=1[F:29])[O:11][C:12]1[N:17]=[CH:16][N:15]=[C:14]([NH:18][C:19]2[CH:20]=[C:21]([NH:25][C:43](=[O:44])/[CH:42]=[CH:41]/[CH2:40][N:38]([CH3:39])[CH3:37])[CH:22]=[CH:23][CH:24]=2)[CH:13]=1, predict the reactants needed to synthesize it. The reactants are: C(Cl)(=O)C(Cl)=O.[Cl:7][C:8]1[CH:9]=[C:10]([CH:26]=[CH:27][C:28]=1[F:29])[O:11][C:12]1[N:17]=[CH:16][N:15]=[C:14]([NH:18][C:19]2[CH:24]=[CH:23][CH:22]=[C:21]([NH2:25])[CH:20]=2)[CH:13]=1.CN1C(=O)CCC1.[CH3:37][N:38]([CH2:40]/[CH:41]=[CH:42]/[C:43](Cl)=[O:44])[CH3:39]. (5) Given the product [CH2:9]([O:8][C:6](=[O:7])[C:5]1[CH:15]=[CH:16][C:17]([CH:18]([F:20])[F:19])=[C:3]([S:2][CH3:1])[C:4]=1[OH:11])[CH3:10], predict the reactants needed to synthesize it. The reactants are: [CH3:1][S:2][CH2:3][C:4](=[O:11])[CH2:5][C:6]([O:8][CH2:9][CH3:10])=[O:7].C(O[CH:15]=[CH:16][C:17](=O)[C:18](F)([F:20])[F:19])C.C(N(CC)CC)C. (6) The reactants are: [CH2:1]([O:3][C:4]1[CH:5]=[C:6]([CH:9]=[CH:10][C:11]=1[O:12][CH:13]([CH3:15])[CH3:14])[CH:7]=O)[CH3:2].[NH2:16][C:17]1[CH:24]=[CH:23][C:20]([C:21]#[N:22])=[CH:19][CH:18]=1.O. Given the product [CH2:1]([O:3][C:4]1[CH:5]=[C:6]([CH:9]=[CH:10][C:11]=1[O:12][CH:13]([CH3:15])[CH3:14])/[CH:7]=[N:16]/[C:17]1[CH:24]=[CH:23][C:20]([C:21]#[N:22])=[CH:19][CH:18]=1)[CH3:2], predict the reactants needed to synthesize it. (7) Given the product [C:4]([CH:3]([NH:2][C:27]([C:25]1[N:24]=[N:23][N:22]([CH2:21][CH2:20][NH:19][C:17](=[O:18])[C:16]2[CH:30]=[CH:31][C:32]([O:36][CH3:37])=[C:33]([O:34][CH3:35])[C:15]=2[O:14][CH3:13])[CH:26]=1)=[O:28])[C:6]1[CH:11]=[CH:10][C:9]([CH3:12])=[CH:8][CH:7]=1)#[N:5], predict the reactants needed to synthesize it. The reactants are: Cl.[NH2:2][CH:3]([C:6]1[CH:11]=[CH:10][C:9]([CH3:12])=[CH:8][CH:7]=1)[C:4]#[N:5].[CH3:13][O:14][C:15]1[C:33]([O:34][CH3:35])=[C:32]([O:36][CH3:37])[CH:31]=[CH:30][C:16]=1[C:17]([NH:19][CH2:20][CH2:21][N:22]1[CH:26]=[C:25]([C:27](O)=[O:28])[N:24]=[N:23]1)=[O:18]. (8) Given the product [CH3:24][N:23]1[C@@H:20]2[CH2:21][C:22]3=[CH:6][CH:7]=[C:8]([O:3][S:2]([OH:5])(=[O:1])=[O:4])[C:10]4[O:14][C@H:13]5[C:15]([CH2:17][CH2:18][C@@H:19]2[C@:12]5([C:11]=43)[CH2:26][CH2:25]1)=[O:16].[CH3:24][N:23]1[C@@H:20]2[CH2:21][C:22]3=[CH:6][CH:7]=[C:8]([OH:9])[C:10]4[O:14][C@H:13]5[C:15]([CH2:17][CH2:18][C@@H:19]2[C@:12]5([C:11]=43)[CH2:26][CH2:25]1)=[O:16], predict the reactants needed to synthesize it. The reactants are: [OH:1][S:2]([OH:5])(=[O:4])=[O:3].[CH:6]1[C:22]2[CH2:21][C@H:20]3[N:23]([CH2:25][CH2:26][C@@:12]45[C@H:19]3[CH:18]=[CH:17][C@H:15]([OH:16])[C@@H:13]4[O:14][C:10]([C:11]=25)=[C:8]([OH:9])[CH:7]=1)[CH3:24].CCO. (9) Given the product [CH2:4]([O:3][P:2]([CH2:1][C:21]([C:22]1[CH:27]=[CH:26][C:25]([OH:28])=[C:24]([CH2:32][C:33]2[CH:34]=[CH:35][C:36]([O:39][CH2:40][CH3:41])=[CH:37][CH:38]=2)[CH:23]=1)=[O:42])(=[O:7])[O:5][CH2:10][CH3:11])[CH3:13], predict the reactants needed to synthesize it. The reactants are: [CH3:1][P:2](=[O:7])([O:5]C)[O:3][CH3:4].C([Li])C[CH2:10][CH3:11].[CH3:13]CCCCC.CO[C:21](=[O:42])[C:22]1[CH:27]=[CH:26][C:25]([O:28]COC)=[C:24]([CH2:32][C:33]2[CH:38]=[CH:37][C:36]([O:39][CH2:40][CH3:41])=[CH:35][CH:34]=2)[CH:23]=1.